This data is from Full USPTO retrosynthesis dataset with 1.9M reactions from patents (1976-2016). The task is: Predict the reactants needed to synthesize the given product. (1) Given the product [Cl:8][C:5]1[N:6]=[CH:7][C:2]2[C:25]([CH3:26])=[C:24]([CH:23]([OH:27])[CH3:22])[N:9]([CH:10]3[CH2:14][CH2:13][CH2:12][CH2:11]3)[C:3]=2[N:4]=1, predict the reactants needed to synthesize it. The reactants are: Br[C:2]1[C:3]([NH:9][CH:10]2[CH2:14][CH2:13][CH2:12][CH2:11]2)=[N:4][C:5]([Cl:8])=[N:6][CH:7]=1.[Cl-].[Li+].C([O-])(=O)C.[K+].[CH3:22][CH:23]([OH:27])[C:24]#[C:25][CH3:26]. (2) Given the product [Br:1][C:2]1[CH:3]=[N:4][C:5]([C:13]#[N:14])=[N:6][CH:7]=1, predict the reactants needed to synthesize it. The reactants are: [Br:1][C:2]1[CH:3]=[N:4][C:5](Cl)=[N:6][CH:7]=1.[C-]#N.[Na+].C1N2CC[N:14](CC2)[CH2:13]1.ClCCl. (3) Given the product [CH2:29]([O:31][C:32]1[CH:37]=[CH:36][C:35]([NH:38][C:39]([CH:5]2[CH2:4][CH2:3][C:2]([CH3:14])([CH3:1])[CH2:7][C:6]2=[O:25])=[O:40])=[CH:34][CH:33]=1)[CH3:30], predict the reactants needed to synthesize it. The reactants are: [CH3:1][C:2]1([CH3:14])[CH2:7][C:6](N2CCOCC2)=[CH:5][CH2:4][CH2:3]1.CC1(C)CCCC(N2CC[O:25]CC2)=C1.[CH2:29]([O:31][C:32]1[CH:37]=[CH:36][C:35]([N:38]=[C:39]=[O:40])=[CH:34][CH:33]=1)[CH3:30].ClCCl.